From a dataset of Full USPTO retrosynthesis dataset with 1.9M reactions from patents (1976-2016). Predict the reactants needed to synthesize the given product. Given the product [Si:5]([O:12][CH2:13][CH2:14][NH:4][CH:1]1[CH2:20][CH2:19][CH2:2][CH2:3]1)([C:8]([CH3:11])([CH3:10])[CH3:9])([CH3:7])[CH3:6], predict the reactants needed to synthesize it. The reactants are: [CH:1]1([NH2:4])[CH2:3][CH2:2]1.[Si:5]([O:12][CH2:13][CH:14]=O)([C:8]([CH3:11])([CH3:10])[CH3:9])([CH3:7])[CH3:6].[BH4-].[Na+].Cl[CH:19](Cl)[CH3:20].